Dataset: Forward reaction prediction with 1.9M reactions from USPTO patents (1976-2016). Task: Predict the product of the given reaction. (1) Given the reactants [Cl:1][C:2]1[N:7]=C2N[C:9](=O)[CH2:10][C:5]2=[CH:4][CH:3]=1.[CH3:12]C(C)([O-])C.[K+].CI.O.[CH3:21][N:22]([CH:24]=[O:25])[CH3:23], predict the reaction product. The product is: [Cl:1][C:2]1[N:7]=[C:21]2[N:22]([CH3:23])[C:24](=[O:25])[C:10]([CH3:9])([CH3:12])[C:5]2=[CH:4][CH:3]=1. (2) Given the reactants [OH:1][C:2]1[CH:18]=[CH:17][C:5]([C:6]2[CH2:7][O:8][C:9]3[C:14]([CH:15]=2)=[CH:13][CH:12]=[C:11](O)[CH:10]=3)=[CH:4][CH:3]=1.[CH3:19][NH2:20].[CH2:21]=[O:22].[CH2:23](O)C, predict the reaction product. The product is: [CH3:19][N:20]1[CH2:23][C:12]2[CH:13]=[C:14]3[C:9](=[CH:10][C:11]=2[O:22][CH2:21]1)[O:8][CH2:7][C:6]([C:5]1[CH:17]=[CH:18][C:2]([OH:1])=[CH:3][CH:4]=1)=[CH:15]3. (3) The product is: [CH2:13]([O:12][C@@H:10]1[CH2:11][C@H:8]([NH2:7])[CH2:9]1)[C:14]1[CH:19]=[CH:18][CH:17]=[CH:16][CH:15]=1. Given the reactants C(OC(=O)[NH:7][C@H:8]1[CH2:11][C@@H:10]([O:12][CH2:13][C:14]2[CH:19]=[CH:18][CH:17]=[CH:16][CH:15]=2)[CH2:9]1)(C)(C)C.C(O)(C(F)(F)F)=O, predict the reaction product. (4) The product is: [N+:36]([C:31]1[CH:32]=[CH:33][CH:34]=[CH:35][C:30]=1[CH:25]1[CH2:24][CH:23]([OH:39])[C:22]2[C:27](=[CH:28][CH:29]=[C:20]([OH:19])[CH:21]=2)[O:26]1)([O-:38])=[O:37]. Given the reactants C1(C2CC(O)C3C(=CC=C(O)C=3)O2)C=CC=CC=1.[OH:19][C:20]1[CH:21]=[C:22]2[C:27](=[CH:28][CH:29]=1)[O:26][CH:25]([C:30]1[CH:35]=[CH:34][CH:33]=[CH:32][C:31]=1[N+:36]([O-:38])=[O:37])[CH2:24][C:23]2=[O:39], predict the reaction product. (5) Given the reactants [CH2:1]([O:8][C:9]1[N:10]=[N:11][C:12]([C:23]#[C:24][C:25]2[CH:30]=[CH:29]C(C(F)(F)F)=CN=2)=[CH:13][C:14]=1[O:15][CH2:16][C:17]1[CH:22]=[CH:21][CH:20]=[CH:19][CH:18]=1)[C:2]1[CH:7]=[CH:6][CH:5]=[CH:4][CH:3]=1.C(OC1N=NC(C#C)=CC=1OCC1C=CC=CC=1)C1C=CC=CC=1.[F:59][C:60]1C=CC(I)=[CH:62][C:61]=1[CH3:67], predict the reaction product. The product is: [CH2:1]([O:8][C:9]1[N:10]=[N:11][C:12]([C:23]#[C:24][C:25]2[CH:30]=[CH:29][C:60]([F:59])=[C:61]([CH3:67])[CH:62]=2)=[CH:13][C:14]=1[O:15][CH2:16][C:17]1[CH:18]=[CH:19][CH:20]=[CH:21][CH:22]=1)[C:2]1[CH:7]=[CH:6][CH:5]=[CH:4][CH:3]=1. (6) The product is: [Br:26][C:24]1[CH:23]=[CH:22][C:21]([O:27][CH2:28][C:29]2[CH:34]=[CH:33][CH:32]=[C:31]([Cl:35])[CH:30]=2)=[C:20]([CH:25]=1)[O:19][C:16]1([CH3:18])[CH2:15][NH:14][CH2:17]1. Given the reactants C([N:14]1[CH2:17][C:16]([O:19][C:20]2[CH:25]=[C:24]([Br:26])[CH:23]=[CH:22][C:21]=2[O:27][CH2:28][C:29]2[CH:34]=[CH:33][CH:32]=[C:31]([Cl:35])[CH:30]=2)([CH3:18])[CH2:15]1)(C1C=CC=CC=1)C1C=CC=CC=1.ClCCOC=O, predict the reaction product. (7) Given the reactants [CH:1]1([Mg]Br)[CH2:3][CH2:2]1.[CH3:6][N:7]([CH3:32])[S:8]([N:11]1[CH:15]=[C:14]([C:16]2[CH:24]=[CH:23][C:19]3[O:20][CH2:21][O:22][C:18]=3[CH:17]=2)[C:13]([C:25]2[CH:30]=[CH:29][CH:28]=[C:27](Br)[N:26]=2)=[N:12]1)(=[O:10])=[O:9], predict the reaction product. The product is: [CH3:6][N:7]([CH3:32])[S:8]([N:11]1[CH:15]=[C:14]([C:16]2[CH:24]=[CH:23][C:19]3[O:20][CH2:21][O:22][C:18]=3[CH:17]=2)[C:13]([C:25]2[CH:30]=[CH:29][CH:28]=[C:27]([CH:1]3[CH2:3][CH2:2]3)[N:26]=2)=[N:12]1)(=[O:10])=[O:9]. (8) The product is: [Cl:17][C:18]1[CH:23]=[C:22]([CH:11]2[CH2:16][CH2:15][O:14][CH2:13][CH2:12]2)[CH:21]=[C:20]([Cl:25])[N:19]=1. Given the reactants Cl[Si](C)(C)C.BrCCBr.Br[CH:11]1[CH2:16][CH2:15][O:14][CH2:13][CH2:12]1.[Cl:17][C:18]1[CH:23]=[C:22](I)[CH:21]=[C:20]([Cl:25])[N:19]=1, predict the reaction product.